Dataset: Forward reaction prediction with 1.9M reactions from USPTO patents (1976-2016). Task: Predict the product of the given reaction. Given the reactants [F:1][C:2]1[CH:7]=[C:6]([F:8])[CH:5]=[CH:4][C:3]=1[CH:9]([OH:14])[CH2:10][NH:11]C=O.[ClH:15].C(OCC)(=O)C.C(OCC)(=O)C, predict the reaction product. The product is: [ClH:15].[NH2:11][CH2:10][CH:9]([C:3]1[CH:4]=[CH:5][C:6]([F:8])=[CH:7][C:2]=1[F:1])[OH:14].